Dataset: Catalyst prediction with 721,799 reactions and 888 catalyst types from USPTO. Task: Predict which catalyst facilitates the given reaction. (1) Reactant: [N:1]1[CH:6]=[CH:5][CH:4]=[CH:3][C:2]=1[C:7]([OH:9])=O.CCN=C=NCCCN(C)C.C1C=CC2N(O)N=NC=2C=1.[NH2:31][CH2:32][CH:33]([OH:45])[CH2:34][N:35]1[CH2:44][CH2:43][C:42]2[C:37](=[CH:38][CH:39]=[CH:40][CH:41]=2)[CH2:36]1. Product: [CH2:36]1[C:37]2[C:42](=[CH:41][CH:40]=[CH:39][CH:38]=2)[CH2:43][CH2:44][N:35]1[CH2:34][CH:33]([OH:45])[CH2:32][NH:31][C:7](=[O:9])[C:2]1[CH:3]=[CH:4][CH:5]=[CH:6][N:1]=1. The catalyst class is: 2. (2) Reactant: [NH:1]1[CH2:6][CH2:5][C:4]2([C:10]3[CH:11]=[CH:12][C:13]([OH:15])=[CH:14][C:9]=3[O:8][CH2:7]2)[CH2:3][CH2:2]1.C(O[BH-](OC(=O)C)OC(=O)C)(=O)C.[Na+].[CH:30](=O)[C:31]1[CH:36]=[CH:35][CH:34]=[CH:33][CH:32]=1. Product: [CH2:30]([N:1]1[CH2:6][CH2:5][C:4]2([C:10]3[CH:11]=[CH:12][C:13]([OH:15])=[CH:14][C:9]=3[O:8][CH2:7]2)[CH2:3][CH2:2]1)[C:31]1[CH:36]=[CH:35][CH:34]=[CH:33][CH:32]=1. The catalyst class is: 417.